This data is from Forward reaction prediction with 1.9M reactions from USPTO patents (1976-2016). The task is: Predict the product of the given reaction. (1) Given the reactants I[C:2]1[CH:7]=[CH:6][C:5]([C:8]2[CH:13]=[C:12]([C:14]3[CH:19]=[CH:18][C:17](I)=[CH:16][CH:15]=3)[CH:11]=[C:10]([C:21]3[CH:26]=[CH:25][C:24](I)=[CH:23][CH:22]=3)[CH:9]=2)=[CH:4][CH:3]=1.[C:28]1([CH3:42])[CH:33]=[CH:32][C:31]([NH:34][C:35]2[CH:40]=[CH:39][C:38]([CH3:41])=[CH:37][CH:36]=2)=[CH:30][CH:29]=1.C(=O)([O-])[O-].[K+].[K+], predict the reaction product. The product is: [C:38]1([CH3:41])[CH:39]=[CH:40][C:35]([N:34]([C:2]2[CH:7]=[CH:6][C:5]([C:8]3[CH:13]=[C:12]([C:14]4[CH:19]=[CH:18][C:17]([N:34]([C:31]5[CH:30]=[CH:29][C:28]([CH3:42])=[CH:33][CH:32]=5)[C:35]5[CH:40]=[CH:39][C:38]([CH3:41])=[CH:37][CH:36]=5)=[CH:16][CH:15]=4)[CH:11]=[C:10]([C:21]4[CH:26]=[CH:25][C:24]([N:34]([C:35]5[CH:36]=[CH:37][C:38]([CH3:41])=[CH:39][CH:40]=5)[C:31]5[CH:30]=[CH:29][C:28]([CH3:42])=[CH:33][CH:32]=5)=[CH:23][CH:22]=4)[CH:9]=3)=[CH:4][CH:3]=2)[C:31]2[CH:30]=[CH:29][C:28]([CH3:42])=[CH:33][CH:32]=2)=[CH:36][CH:37]=1. (2) Given the reactants [F:1][C:2]1([F:52])[CH2:7][CH2:6][CH:5]([C:8]2[C:17]3[C@@H:16]([OH:18])[CH2:15][C:14]([CH3:20])([CH3:19])[CH2:13][C:12]=3[N:11]=[C:10]([CH:21]3[CH2:26][CH2:25][N:24]([C:27]4[N:32]=[CH:31][C:30]([O:33][CH2:34][CH2:35][C:36]([OH:39])([CH3:38])[CH3:37])=[CH:29][N:28]=4)[CH2:23][CH2:22]3)[C:9]=2[C@@H:40]([F:51])[C:41]2[CH:46]=[CH:45][C:44]([C:47]([F:50])([F:49])[F:48])=[CH:43][CH:42]=2)[CH2:4][CH2:3]1.[C:53]([OH:60])(=[O:59])/[CH:54]=[CH:55]/[C:56]([OH:58])=[O:57].CC(C)=O, predict the reaction product. The product is: [C:53]([OH:60])(=[O:59])/[CH:54]=[CH:55]/[C:56]([OH:58])=[O:57].[F:52][C:2]1([F:1])[CH2:3][CH2:4][CH:5]([C:8]2[C:17]3[C@@H:16]([OH:18])[CH2:15][C:14]([CH3:19])([CH3:20])[CH2:13][C:12]=3[N:11]=[C:10]([CH:21]3[CH2:22][CH2:23][N:24]([C:27]4[N:32]=[CH:31][C:30]([O:33][CH2:34][CH2:35][C:36]([OH:39])([CH3:37])[CH3:38])=[CH:29][N:28]=4)[CH2:25][CH2:26]3)[C:9]=2[C@@H:40]([F:51])[C:41]2[CH:46]=[CH:45][C:44]([C:47]([F:48])([F:50])[F:49])=[CH:43][CH:42]=2)[CH2:6][CH2:7]1.[F:52][C:2]1([F:1])[CH2:3][CH2:4][CH:5]([C:8]2[C:17]3[C@@H:16]([OH:18])[CH2:15][C:14]([CH3:19])([CH3:20])[CH2:13][C:12]=3[N:11]=[C:10]([CH:21]3[CH2:22][CH2:23][N:24]([C:27]4[N:32]=[CH:31][C:30]([O:33][CH2:34][CH2:35][C:36]([CH3:37])([OH:39])[CH3:38])=[CH:29][N:28]=4)[CH2:25][CH2:26]3)[C:9]=2[C@H:40]([C:41]2[CH:42]=[CH:43][C:44]([C:47]([F:48])([F:49])[F:50])=[CH:45][CH:46]=2)[F:51])[CH2:6][CH2:7]1. (3) Given the reactants [NH2:1][C:2]1[CH:3]=[C:4]([C@H:24]2[CH2:29][CH2:28][C@H:27]([O:30][CH2:31][CH2:32][C:33]([O:35][CH3:36])=[O:34])[CH2:26][CH2:25]2)[CH:5]=[CH:6][C:7]=1[NH:8][C:9]([C:11]1[O:12][C:13]([NH:16][C:17]2[CH:22]=[CH:21][C:20]([F:23])=[CH:19][CH:18]=2)=[N:14][N:15]=1)=O, predict the reaction product. The product is: [F:23][C:20]1[CH:21]=[CH:22][C:17]([NH:16][C:13]2[O:12][C:11]([C:9]3[NH:8][C:7]4[CH:6]=[CH:5][C:4]([C@H:24]5[CH2:29][CH2:28][C@H:27]([O:30][CH2:31][CH2:32][C:33]([O:35][CH3:36])=[O:34])[CH2:26][CH2:25]5)=[CH:3][C:2]=4[N:1]=3)=[N:15][N:14]=2)=[CH:18][CH:19]=1. (4) Given the reactants [N+:1]([C:4]1[CH:9]=[C:8]([O:10][CH3:11])[CH:7]=[CH:6][C:5]=1[S:12]([NH:15][C:16]1[CH:17]=[CH:18][CH:19]=[C:20]2[C:25]=1[N:24]=[C:23]([CH3:26])[CH:22]=[CH:21]2)(=[O:14])=[O:13])([O-])=O.[Sn](Cl)Cl, predict the reaction product. The product is: [NH2:1][C:4]1[CH:9]=[C:8]([O:10][CH3:11])[CH:7]=[CH:6][C:5]=1[S:12]([NH:15][C:16]1[CH:17]=[CH:18][CH:19]=[C:20]2[C:25]=1[N:24]=[C:23]([CH3:26])[CH:22]=[CH:21]2)(=[O:14])=[O:13].